This data is from NCI-60 drug combinations with 297,098 pairs across 59 cell lines. The task is: Regression. Given two drug SMILES strings and cell line genomic features, predict the synergy score measuring deviation from expected non-interaction effect. (1) Drug 1: CC1=CC2C(CCC3(C2CCC3(C(=O)C)OC(=O)C)C)C4(C1=CC(=O)CC4)C. Drug 2: CC1=C(C(CCC1)(C)C)C=CC(=CC=CC(=CC(=O)O)C)C. Cell line: OVCAR3. Synergy scores: CSS=-3.98, Synergy_ZIP=3.50, Synergy_Bliss=2.19, Synergy_Loewe=-1.28, Synergy_HSA=-3.05. (2) Drug 2: C1=CC(=CC=C1CC(C(=O)O)N)N(CCCl)CCCl.Cl. Synergy scores: CSS=30.4, Synergy_ZIP=10.2, Synergy_Bliss=11.0, Synergy_Loewe=9.95, Synergy_HSA=12.5. Drug 1: C1=C(C(=O)NC(=O)N1)N(CCCl)CCCl. Cell line: RXF 393. (3) Drug 1: C1=CC(=CC=C1CCCC(=O)O)N(CCCl)CCCl. Drug 2: CC1=C(C(CCC1)(C)C)C=CC(=CC=CC(=CC(=O)O)C)C. Cell line: M14. Synergy scores: CSS=4.04, Synergy_ZIP=-6.80, Synergy_Bliss=-3.00, Synergy_Loewe=-4.83, Synergy_HSA=-4.48. (4) Drug 2: CC1=C(C(=O)C2=C(C1=O)N3CC4C(C3(C2COC(=O)N)OC)N4)N. Drug 1: CS(=O)(=O)CCNCC1=CC=C(O1)C2=CC3=C(C=C2)N=CN=C3NC4=CC(=C(C=C4)OCC5=CC(=CC=C5)F)Cl. Cell line: TK-10. Synergy scores: CSS=18.4, Synergy_ZIP=-8.76, Synergy_Bliss=-5.05, Synergy_Loewe=-9.66, Synergy_HSA=-2.69. (5) Drug 1: CN1CCC(CC1)COC2=C(C=C3C(=C2)N=CN=C3NC4=C(C=C(C=C4)Br)F)OC. Drug 2: C1CN1P(=S)(N2CC2)N3CC3. Cell line: MOLT-4. Synergy scores: CSS=45.3, Synergy_ZIP=-5.32, Synergy_Bliss=-6.39, Synergy_Loewe=-16.7, Synergy_HSA=-5.27. (6) Drug 1: CCCS(=O)(=O)NC1=C(C(=C(C=C1)F)C(=O)C2=CNC3=C2C=C(C=N3)C4=CC=C(C=C4)Cl)F. Drug 2: C1=CC(=CC=C1CCCC(=O)O)N(CCCl)CCCl. Cell line: CAKI-1. Synergy scores: CSS=46.9, Synergy_ZIP=6.47, Synergy_Bliss=5.08, Synergy_Loewe=6.59, Synergy_HSA=7.14. (7) Drug 1: C1CCC(CC1)NC(=O)N(CCCl)N=O. Drug 2: CC1=C(C(=O)C2=C(C1=O)N3CC4C(C3(C2COC(=O)N)OC)N4)N. Cell line: K-562. Synergy scores: CSS=36.8, Synergy_ZIP=-3.86, Synergy_Bliss=1.07, Synergy_Loewe=-4.80, Synergy_HSA=3.44. (8) Drug 1: CC1=CC=C(C=C1)C2=CC(=NN2C3=CC=C(C=C3)S(=O)(=O)N)C(F)(F)F. Drug 2: CC1CCC2CC(C(=CC=CC=CC(CC(C(=O)C(C(C(=CC(C(=O)CC(OC(=O)C3CCCCN3C(=O)C(=O)C1(O2)O)C(C)CC4CCC(C(C4)OC)OCCO)C)C)O)OC)C)C)C)OC. Cell line: MOLT-4. Synergy scores: CSS=10.3, Synergy_ZIP=-3.17, Synergy_Bliss=-2.34, Synergy_Loewe=-12.5, Synergy_HSA=-2.01.